Dataset: Forward reaction prediction with 1.9M reactions from USPTO patents (1976-2016). Task: Predict the product of the given reaction. (1) Given the reactants Cl[C:2]1[CH:7]=[C:6]([Cl:8])[N:5]=[C:4]([NH2:9])[N:3]=1.Cl.[CH3:11][C@@H:12]1[CH2:17][O:16][CH2:15][CH2:14][NH:13]1.C(N(CC)CC)C, predict the reaction product. The product is: [Cl:8][C:6]1[CH:7]=[C:2]([N:13]2[CH2:14][CH2:15][O:16][CH2:17][C@H:12]2[CH3:11])[N:3]=[C:4]([NH2:9])[N:5]=1. (2) Given the reactants [Br:1][C:2]1[CH:10]=[CH:9][C:5]([C:6]([OH:8])=O)=[CH:4][CH:3]=1.[CH2:11]([C:13]1[CH:14]=[C:15]([CH3:25])[C:16]([N:19]2[CH2:24][CH2:23][NH:22][CH2:21][CH2:20]2)=[N:17][CH:18]=1)[CH3:12], predict the reaction product. The product is: [Br:1][C:2]1[CH:3]=[CH:4][C:5]([C:6]([N:22]2[CH2:23][CH2:24][N:19]([C:16]3[C:15]([CH3:25])=[CH:14][C:13]([CH2:11][CH3:12])=[CH:18][N:17]=3)[CH2:20][CH2:21]2)=[O:8])=[CH:9][CH:10]=1. (3) Given the reactants [CH3:1][O:2][C:3]1[CH:4]=[C:5]([CH2:11][CH2:12][C:13]2[N:14]=[C:15]3[CH:21]=[C:20]([C:22]4[CH:27]=[CH:26][C:25]([N:28]5[CH2:33][CH2:32][N:31]([CH3:34])[CH2:30][CH2:29]5)=[CH:24][CH:23]=4)[NH:19][C:16]3=[N:17][CH:18]=2)[CH:6]=[C:7]([O:9][CH3:10])[CH:8]=1.[Br:35]N1C(=O)CCC1=O, predict the reaction product. The product is: [Br:35][C:21]1[C:15]2[C:16](=[N:17][CH:18]=[C:13]([CH2:12][CH2:11][C:5]3[CH:4]=[C:3]([O:2][CH3:1])[CH:8]=[C:7]([O:9][CH3:10])[CH:6]=3)[N:14]=2)[NH:19][C:20]=1[C:22]1[CH:23]=[CH:24][C:25]([N:28]2[CH2:29][CH2:30][N:31]([CH3:34])[CH2:32][CH2:33]2)=[CH:26][CH:27]=1.